Dataset: Forward reaction prediction with 1.9M reactions from USPTO patents (1976-2016). Task: Predict the product of the given reaction. (1) Given the reactants [Li+].[OH-].[CH3:3][C:4]1[CH:9]=[C:8]([CH3:10])[CH:7]=[C:6]([CH3:11])[C:5]=1[NH:12][C:13]([NH:15][C:16]1[C:17]([C:26]([NH:28][C:29]2(C(OC)=O)[CH2:31][CH2:30]2)=[O:27])=[CH:18][C:19]2[C:24]([CH:25]=1)=[CH:23][CH:22]=[CH:21][CH:20]=2)=[O:14].Cl.[C:37]([O:40]CC)(=[O:39])C, predict the reaction product. The product is: [CH3:3][C:4]1[CH:9]=[C:8]([CH3:10])[CH:7]=[C:6]([CH3:11])[C:5]=1[NH:12][C:13]([NH:15][C:16]1[C:17]([C:26]([NH:28][CH:29]2[CH2:30][CH:31]2[C:37]([OH:40])=[O:39])=[O:27])=[CH:18][C:19]2[C:24]([CH:25]=1)=[CH:23][CH:22]=[CH:21][CH:20]=2)=[O:14]. (2) Given the reactants Cl[C:2]1[C:11]2[C:6](=[CH:7][CH:8]=[C:9]([CH2:12][OH:13])[CH:10]=2)[N:5]=[CH:4][CH:3]=1.[CH3:14][N:15](C=O)C, predict the reaction product. The product is: [OH:13][CH2:12][C:9]1[CH:10]=[C:11]2[C:6](=[CH:7][CH:8]=1)[N:5]=[CH:4][CH:3]=[C:2]2[C:14]#[N:15].